This data is from Forward reaction prediction with 1.9M reactions from USPTO patents (1976-2016). The task is: Predict the product of the given reaction. The product is: [NH:36]1[C:32]([C:27]2[CH:28]=[CH:29][CH:30]=[CH:31][C:26]=2[C:22]2[CH:21]=[C:20]3[C:25](=[CH:24][CH:23]=2)[C@@H:17]([N:16]2[C:6]4=[N:7][C:8]([CH2:12][C:13](=[O:15])[CH3:14])=[CH:9][C:10]([CH3:11])=[C:5]4[N:4]=[C:3]2[CH2:1][CH3:2])[CH2:18][CH2:19]3)=[N:33][N:34]=[N:35]1. Given the reactants [CH2:1]([C:3]1[N:16]([C@@H:17]2[C:25]3[C:20](=[CH:21][C:22]([C:26]4[CH:31]=[CH:30][CH:29]=[CH:28][C:27]=4[C:32]4[N:36](C(C5C=CC=CC=5)(C5C=CC=CC=5)C5C=CC=CC=5)[N:35]=[N:34][N:33]=4)=[CH:23][CH:24]=3)[CH2:19][CH2:18]2)[C:6]2=[N:7][C:8]([CH2:12][C:13](=[O:15])[CH3:14])=[CH:9][C:10]([CH3:11])=[C:5]2[N:4]=1)[CH3:2], predict the reaction product.